Dataset: CYP2C9 inhibition data for predicting drug metabolism from PubChem BioAssay. Task: Regression/Classification. Given a drug SMILES string, predict its absorption, distribution, metabolism, or excretion properties. Task type varies by dataset: regression for continuous measurements (e.g., permeability, clearance, half-life) or binary classification for categorical outcomes (e.g., BBB penetration, CYP inhibition). Dataset: cyp2c9_veith. The molecule is CCCCC(=O)NCCc1c(Cc2ccccc2)[nH]c2ccccc12. The result is 0 (non-inhibitor).